The task is: Predict the reaction yield, written as a fraction of the theoretical maximum amount of product (1.0 means a 100% yield; for example, 0.34 means a 34% yield).. This data is from Reaction yield outcomes from USPTO patents with 853,638 reactions. (1) The reactants are [CH2:1]([C@:4]([NH:22][C:23]([O:25][C:26]([CH3:29])([CH3:28])[CH3:27])=[O:24])([CH2:9][CH2:10][CH2:11][CH2:12][B:13]1[O:17][C:16]([CH3:19])([CH3:18])[C:15]([CH3:21])([CH3:20])[O:14]1)[C:5]([O:7][CH3:8])=[O:6])[CH:2]=C.[O:30]=[O+][O-].C1(P(C2C=CC=CC=2)C2C=CC=CC=2)C=CC=CC=1. The catalyst is ClCCl. The product is [C:26]([O:25][C:23]([NH:22][C@@:4]([CH2:1][CH:2]=[O:30])([CH2:9][CH2:10][CH2:11][CH2:12][B:13]1[O:14][C:15]([CH3:20])([CH3:21])[C:16]([CH3:18])([CH3:19])[O:17]1)[C:5]([O:7][CH3:8])=[O:6])=[O:24])([CH3:29])([CH3:28])[CH3:27]. The yield is 0.670. (2) The reactants are [NH2:1][C:2]1[N:3]=[CH:4][C:5](B2OC(C)(C)C(C)(C)O2)=[N:6][CH:7]=1.Br[C:18]1[C:29]([Cl:30])=[CH:28][C:21]2[O:22][C:23]([F:27])([F:26])[CH2:24][O:25][C:20]=2[CH:19]=1. The catalyst is O1CCOCC1.CC#N.CC(P(C(C)(C)C)C1C=CC(N(C)C)=CC=1)(C)C.CC(P(C(C)(C)C)C1C=CC(N(C)C)=CC=1)(C)C.Cl[Pd]Cl. The product is [Cl:30][C:29]1[C:18]([C:5]2[N:6]=[CH:7][C:2]([NH2:1])=[N:3][CH:4]=2)=[CH:19][C:20]2[O:25][CH2:24][C:23]([F:27])([F:26])[O:22][C:21]=2[CH:28]=1. The yield is 0.0900.